From a dataset of Reaction yield outcomes from USPTO patents with 853,638 reactions. Predict the reaction yield, written as a fraction of the theoretical maximum amount of product (1.0 means a 100% yield; for example, 0.34 means a 34% yield). The reactants are [C:1](N1C=CN=C1)(N1C=CN=C1)=[O:2].[NH2:13][C:14]1[CH:34]=[C:33]([F:35])[CH:32]=[CH:31][C:15]=1[CH2:16][NH:17][CH:18]1[CH2:23][CH2:22][N:21]([CH2:24][C:25]2[CH:30]=[CH:29][CH:28]=[CH:27][CH:26]=2)[CH2:20][CH2:19]1. The catalyst is O1CCCC1. The product is [CH2:24]([N:21]1[CH2:22][CH2:23][CH:18]([N:17]2[CH2:16][C:15]3[C:14](=[CH:34][C:33]([F:35])=[CH:32][CH:31]=3)[NH:13][C:1]2=[O:2])[CH2:19][CH2:20]1)[C:25]1[CH:30]=[CH:29][CH:28]=[CH:27][CH:26]=1. The yield is 0.360.